Regression. Given a peptide amino acid sequence and an MHC pseudo amino acid sequence, predict their binding affinity value. This is MHC class I binding data. From a dataset of Peptide-MHC class I binding affinity with 185,985 pairs from IEDB/IMGT. (1) The peptide sequence is GVDGGWQAL. The MHC is HLA-A03:01 with pseudo-sequence HLA-A03:01. The binding affinity (normalized) is 0.0847. (2) The peptide sequence is QLRSLTEILK. The MHC is HLA-A03:01 with pseudo-sequence HLA-A03:01. The binding affinity (normalized) is 0.630. (3) The peptide sequence is TPGPGVRYPL. The MHC is HLA-B42:01 with pseudo-sequence HLA-B42:01. The binding affinity (normalized) is 0.914. (4) The peptide sequence is HYQDVLKEV. The MHC is Patr-A0701 with pseudo-sequence Patr-A0701. The binding affinity (normalized) is 0.696. (5) The peptide sequence is SSDDIPPRW. The MHC is HLA-A69:01 with pseudo-sequence HLA-A69:01. The binding affinity (normalized) is 0.0847.